This data is from Catalyst prediction with 721,799 reactions and 888 catalyst types from USPTO. The task is: Predict which catalyst facilitates the given reaction. (1) Reactant: [CH3:1][NH:2][CH2:3][C:4]1[S:8][C:7]2[CH:9]=[CH:10][CH:11]=[CH:12][C:6]=2[C:5]=1[CH3:13].[C:14](Cl)(=[O:17])[CH:15]=[CH2:16].C(N(CC)CC)C. Product: [CH3:1][N:2]([CH2:3][C:4]1[S:8][C:7]2[CH:9]=[CH:10][CH:11]=[CH:12][C:6]=2[C:5]=1[CH3:13])[C:14](=[O:17])[CH:15]=[CH2:16]. The catalyst class is: 2. (2) The catalyst class is: 42. Reactant: [CH:1]1([C:4]([OH:6])=O)[CH2:3][CH2:2]1.[CH:7]1([CH2:10][NH2:11])[CH2:9][CH2:8]1.Cl.CN(C)CCCN=C=NCC.ON1C2C=CC=CC=2N=N1. Product: [CH:7]1([CH2:10][NH:11][C:4]([CH:1]2[CH2:3][CH2:2]2)=[O:6])[CH2:9][CH2:8]1. (3) Reactant: [Cl:1][C:2]1[CH:3]=[C:4]([O:11][CH2:12][CH:13]=[CH2:14])[C:5]([N+:8]([O-])=O)=[N:6][CH:7]=1.Cl. The catalyst class is: 186. Product: [Cl:1][C:2]1[CH:3]=[C:4]([O:11][CH2:12][CH:13]=[CH2:14])[C:5]([NH2:8])=[N:6][CH:7]=1. (4) Reactant: C([O:3][C:4](=[O:19])[CH2:5][N:6]([C:14]([O:16][CH2:17][CH3:18])=[O:15])[CH2:7][CH2:8][C:9]1[S:10][CH:11]=[CH:12][CH:13]=1)C.[OH-].[Na+].Cl. Product: [CH2:17]([O:16][C:14]([N:6]([CH2:5][C:4]([OH:19])=[O:3])[CH2:7][CH2:8][C:9]1[S:10][CH:11]=[CH:12][CH:13]=1)=[O:15])[CH3:18]. The catalyst class is: 351. (5) Reactant: [CH3:1][C@H:2]1OS(=O)(=O)[N:4]([C:9]([O:11][C:12]([CH3:15])([CH3:14])[CH3:13])=[O:10])[C@@H:3]1[C:16]([O:18][CH2:19][C:20]1[CH:25]=[CH:24][CH:23]=[CH:22][CH:21]=1)=[O:17].[N-:26]=[N+:27]=[N-:28].[Na+].[Na+].[Cl-].OS(O)(=O)=O. Product: [N:26]([C@@H:2]([CH3:1])[C@H:3]([NH:4][C:9]([O:11][C:12]([CH3:15])([CH3:14])[CH3:13])=[O:10])[C:16]([O:18][CH2:19][C:20]1[CH:25]=[CH:24][CH:23]=[CH:22][CH:21]=1)=[O:17])=[N+:27]=[N-:28]. The catalyst class is: 3.